Predict the product of the given reaction. From a dataset of Forward reaction prediction with 1.9M reactions from USPTO patents (1976-2016). (1) Given the reactants [H-].[Na+].CN(C=O)C.[F:8][C:9]1[CH:14]=[C:13]([F:15])[CH:12]=[CH:11][C:10]=1[C:16]1[C:20]([C:21]2[CH:22]=[CH:23][C:24]3[N:25]([C:27]([CH:30]([CH3:32])[CH3:31])=[N:28][N:29]=3)[N:26]=2)=[CH:19][NH:18][N:17]=1.S(O[CH:44]1[CH2:48][CH2:47][N:46]([C:49]([O:51][C:52]([CH3:55])([CH3:54])[CH3:53])=[O:50])[CH2:45]1)(C1C=CC(C)=CC=1)(=O)=O, predict the reaction product. The product is: [F:8][C:9]1[CH:14]=[C:13]([F:15])[CH:12]=[CH:11][C:10]=1[C:16]1[C:20]([C:21]2[CH:22]=[CH:23][C:24]3[N:25]([C:27]([CH:30]([CH3:32])[CH3:31])=[N:28][N:29]=3)[N:26]=2)=[CH:19][N:18]([CH:48]2[CH2:44][CH2:45][N:46]([C:49]([O:51][C:52]([CH3:55])([CH3:54])[CH3:53])=[O:50])[CH2:47]2)[N:17]=1. (2) Given the reactants [F:1][C:2]([F:17])([F:16])[C:3]1[CH:15]=[CH:14][C:6]2[CH:7]=[C:8]([C:10]([O:12]C)=[O:11])[S:9][C:5]=2[CH:4]=1.[OH-].[Na+], predict the reaction product. The product is: [F:16][C:2]([F:1])([F:17])[C:3]1[CH:15]=[CH:14][C:6]2[CH:7]=[C:8]([C:10]([OH:12])=[O:11])[S:9][C:5]=2[CH:4]=1.